Predict which catalyst facilitates the given reaction. From a dataset of Catalyst prediction with 721,799 reactions and 888 catalyst types from USPTO. (1) Reactant: Cl.Cl.[NH:3]1[CH2:8][CH2:7][CH:6]([N:9]2[C:17]3[C:12](=[N:13][CH:14]=[CH:15][CH:16]=3)[NH:11][C:10]2=[O:18])[CH2:5][CH2:4]1.CCN(C(C)C)C(C)C.Cl[C:29]1[N:34]=[CH:33][N:32]=[C:31]([C:35]([N:37]2[C:45]3[C:40](=[CH:41][C:42]([F:46])=[CH:43][CH:44]=3)[CH:39]=[CH:38]2)=[O:36])[CH:30]=1. Product: [F:46][C:42]1[CH:41]=[C:40]2[C:45](=[CH:44][CH:43]=1)[N:37]([C:35]([C:31]1[N:32]=[CH:33][N:34]=[C:29]([N:3]3[CH2:4][CH2:5][CH:6]([N:9]4[C:17]5[C:12](=[N:13][CH:14]=[CH:15][CH:16]=5)[NH:11][C:10]4=[O:18])[CH2:7][CH2:8]3)[CH:30]=1)=[O:36])[CH:38]=[CH:39]2. The catalyst class is: 3. (2) Reactant: [NH2:1][C:2]1[CH:7]=[CH:6][C:5]([N:8]2[CH2:12][CH:11]([CH2:13][NH:14][C:15]([C:17]3[S:18][C:19]([Cl:22])=[CH:20][CH:21]=3)=[O:16])[O:10][C:9]2=[O:23])=[CH:4][CH:3]=1.[Cl:24][CH2:25][CH2:26][CH2:27][S:28](Cl)(=[O:30])=[O:29].C(N(CC)CC)C. Product: [Cl:22][C:19]1[S:18][C:17]([C:15]([NH:14][CH2:13][CH:11]2[O:10][C:9](=[O:23])[N:8]([C:5]3[CH:6]=[CH:7][C:2]([NH:1][S:28]([CH2:27][CH2:26][CH2:25][Cl:24])(=[O:30])=[O:29])=[CH:3][CH:4]=3)[CH2:12]2)=[O:16])=[CH:21][CH:20]=1. The catalyst class is: 4. (3) Reactant: [C:1]([O:5][C:6](=[O:31])[CH2:7][C:8]1[CH:13]=[CH:12][CH:11]=[C:10]([N:14]2[CH2:30][CH2:29][C:17]3([NH:21][C:20](=[O:22])[N:19]([CH2:23][CH:24]4[CH2:27][CH2:26][CH2:25]4)[C:18]3=[O:28])[CH2:16][CH2:15]2)[CH:9]=1)([CH3:4])([CH3:3])[CH3:2].[F:32][C:33]([F:48])([F:47])[C:34]1[CH:39]=[CH:38][C:37]([CH2:40][CH2:41]OS(C)(=O)=O)=[CH:36][CH:35]=1. Product: [C:1]([O:5][C:6](=[O:31])[CH2:7][C:8]1[CH:13]=[CH:12][CH:11]=[C:10]([N:14]2[CH2:30][CH2:29][C:17]3([N:21]([CH2:41][CH2:40][C:37]4[CH:36]=[CH:35][C:34]([C:33]([F:32])([F:47])[F:48])=[CH:39][CH:38]=4)[C:20](=[O:22])[N:19]([CH2:23][CH:24]4[CH2:25][CH2:26][CH2:27]4)[C:18]3=[O:28])[CH2:16][CH2:15]2)[CH:9]=1)([CH3:4])([CH3:2])[CH3:3]. The catalyst class is: 57. (4) Reactant: [C:1]([O:5][C:6](=[O:19])[NH:7][C:8]1[S:9][C:10]([C:13]#[C:14][Si](C)(C)C)=[CH:11][N:12]=1)([CH3:4])([CH3:3])[CH3:2].C([O-])([O-])=O.[K+].[K+].O.C(OCC)(=O)C. Product: [C:1]([O:5][C:6](=[O:19])[NH:7][C:8]1[S:9][C:10]([C:13]#[CH:14])=[CH:11][N:12]=1)([CH3:4])([CH3:3])[CH3:2]. The catalyst class is: 5. (5) Reactant: [CH3:1][O:2][C:3]1[CH:4]=[N:5][CH:6]=[C:7](B2OC(C)(C)C(C)(C)O2)[CH:8]=1.Br[C:19]1[CH:20]=[C:21]([CH:23]=[CH:24][CH:25]=1)[NH2:22].C([O-])([O-])=O.[Na+].[Na+]. Product: [CH3:1][O:2][C:3]1[CH:8]=[C:7]([C:19]2[CH:20]=[C:21]([NH2:22])[CH:23]=[CH:24][CH:25]=2)[CH:6]=[N:5][CH:4]=1. The catalyst class is: 104. (6) Reactant: Cl.[CH2:2]([NH:4][CH2:5][C:6](=O)[CH3:7])[CH3:3].[N:9]([CH2:12][C:13]([O:15][CH2:16][CH3:17])=[O:14])=[C:10]=[O:11].C(=O)([O-])[O-].[Cs+].[Cs+]. Product: [CH2:16]([O:15][C:13](=[O:14])[CH2:12][N:9]1[C:6]([CH3:7])=[CH:5][N:4]([CH2:2][CH3:3])[C:10]1=[O:11])[CH3:17]. The catalyst class is: 3. (7) Reactant: [NH2:1][C:2]1[CH:6]=[CH:5][S:4][C:3]=1[C:7]([O:9][CH3:10])=[O:8].[Cl:11][C:12]([Cl:19])([Cl:18])[C:13]([N:15]=[C:16]=[O:17])=[O:14]. Product: [Cl:11][C:12]([Cl:19])([Cl:18])[C:13]([NH:15][C:16]([NH:1][C:2]1[CH:6]=[CH:5][S:4][C:3]=1[C:7]([O:9][CH3:10])=[O:8])=[O:17])=[O:14]. The catalyst class is: 1. (8) Reactant: [F:1][C:2]1[CH:7]=[CH:6][CH:5]=[C:4]([F:8])[C:3]=1[C:9]1[S:10][C:11]([NH:38]C(=O)OC(C)(C)C)=[C:12]([C:14](=[O:37])[NH:15][C:16]2[CH:17]=[N:18][N:19]([CH2:35][CH3:36])[C:20]=2[N:21]2[CH2:27][CH2:26][CH2:25][CH:24]([NH:28]C(=O)C(F)(F)F)[CH2:23][CH2:22]2)[N:13]=1.C([O-])([O-])=O.[K+].[K+]. Product: [NH2:38][C:11]1[S:10][C:9]([C:3]2[C:4]([F:8])=[CH:5][CH:6]=[CH:7][C:2]=2[F:1])=[N:13][C:12]=1[C:14]([NH:15][C:16]1[CH:17]=[N:18][N:19]([CH2:35][CH3:36])[C:20]=1[N:21]1[CH2:27][CH2:26][CH2:25][CH:24]([NH2:28])[CH2:23][CH2:22]1)=[O:37]. The catalyst class is: 89. (9) Reactant: [CH3:1][O:2][CH2:3][C:4]([CH2:9][O:10][CH3:11])([CH3:8])[C:5]([OH:7])=O.CCN(C(C)C)C(C)C.C1C=CC2N(O)N=NC=2C=1.CCN=C=NCCCN(C)C.[CH2:42]([O:44][CH:45]([O:49][CH2:50][CH3:51])[CH2:46][CH2:47][NH2:48])[CH3:43]. Product: [CH2:42]([O:44][CH:45]([O:49][CH2:50][CH3:51])[CH2:46][CH2:47][NH:48][C:5](=[O:7])[C:4]([CH2:3][O:2][CH3:1])([CH3:8])[CH2:9][O:10][CH3:11])[CH3:43]. The catalyst class is: 168. (10) Reactant: [C:1]([C:3]1[CH:19]=[CH:18][C:6]([O:7][C:8]2[CH:9]=[CH:10][C:11]3[B:15]([OH:16])[O:14][CH2:13][C:12]=3[CH:17]=2)=[CH:5][CH:4]=1)#[N:2].[N-:20]=[N+:21]=[N-:22].[Na+].[Cl-].[NH4+].O. Product: [NH:20]1[C:1]([C:3]2[CH:19]=[CH:18][C:6]([O:7][C:8]3[CH:9]=[CH:10][C:11]4[B:15]([OH:16])[O:14][CH2:13][C:12]=4[CH:17]=3)=[CH:5][CH:4]=2)=[N:2][N:22]=[N:21]1. The catalyst class is: 9.